From a dataset of Reaction yield outcomes from USPTO patents with 853,638 reactions. Predict the reaction yield, written as a fraction of the theoretical maximum amount of product (1.0 means a 100% yield; for example, 0.34 means a 34% yield). The reactants are [CH:1]([C:3]1[CH:8]=[CH:7][C:6](/[CH:9]=[CH:10]/[C:11]([O:13][CH3:14])=[O:12])=[CH:5][CH:4]=1)=O.[NH:15]1[C:23]2[C:18](=[CH:19][CH:20]=[CH:21][CH:22]=2)[C:17]([CH2:24][C@H:25]([NH2:27])[CH3:26])=[CH:16]1. The catalyst is C(O)(=O)C. The product is [CH3:26][C@H:25]1[NH:27][C@@H:1]([C:3]2[CH:8]=[CH:7][C:6](/[CH:9]=[CH:10]/[C:11]([O:13][CH3:14])=[O:12])=[CH:5][CH:4]=2)[C:16]2[NH:15][C:23]3[C:18]([C:17]=2[CH2:24]1)=[CH:19][CH:20]=[CH:21][CH:22]=3. The yield is 0.743.